From a dataset of Catalyst prediction with 721,799 reactions and 888 catalyst types from USPTO. Predict which catalyst facilitates the given reaction. (1) Reactant: [NH2:1][C:2]1[C:10]2[C:5](=[N:6][C:7]([N:15]3[CH2:20][CH2:19][CH:18]([NH:21][CH2:22][CH:23]([C:25]4[CH:30]=[CH:29][C:28](Br)=[CH:27][N:26]=4)[OH:24])[CH2:17][CH2:16]3)=[CH:8][C:9]=2[C:11]([F:14])([F:13])[F:12])[S:4][C:3]=1[C:32]([NH2:34])=[O:33].[CH3:35][S:36]([C:39]1[CH:40]=[C:41](B(O)O)[CH:42]=[CH:43][CH:44]=1)(=[O:38])=[O:37].C(=O)([O-])[O-].[K+].[K+]. Product: [NH2:1][C:2]1[C:10]2[C:5](=[N:6][C:7]([N:15]3[CH2:20][CH2:19][CH:18]([NH:21][CH2:22][CH:23]([OH:24])[C:25]4[CH:30]=[CH:29][C:28]([C:43]5[CH:42]=[CH:41][CH:40]=[C:39]([S:36]([CH3:35])(=[O:38])=[O:37])[CH:44]=5)=[CH:27][N:26]=4)[CH2:17][CH2:16]3)=[CH:8][C:9]=2[C:11]([F:14])([F:13])[F:12])[S:4][C:3]=1[C:32]([NH2:34])=[O:33]. The catalyst class is: 339. (2) Reactant: [CH:1]1([N:4]2[CH2:9][CH2:8][CH2:7][C@@H:6]([CH2:10][N:11]3[CH2:16][CH2:15][NH:14][CH2:13][CH2:12]3)[CH2:5]2)[CH2:3][CH2:2]1.ClC(Cl)(Cl)[C:19]([NH:21][C:22]1[CH:27]=[CH:26][C:25]([C:28]([F:31])([F:30])[F:29])=[C:24]([Cl:32])[CH:23]=1)=[O:20].C1CCN2C(=NCCC2)CC1. Product: [NH3:4].[Cl:32][C:24]1[CH:23]=[C:22]([NH:21][C:19]([N:14]2[CH2:15][CH2:16][N:11]([CH2:10][C@@H:6]3[CH2:7][CH2:8][CH2:9][N:4]([CH:1]4[CH2:3][CH2:2]4)[CH2:5]3)[CH2:12][CH2:13]2)=[O:20])[CH:27]=[CH:26][C:25]=1[C:28]([F:31])([F:30])[F:29]. The catalyst class is: 10. (3) Reactant: [CH2:1]([O:8][C:9]1[CH:10]=[C:11]2[C:16](=[CH:17][C:18]=1[O:19][CH3:20])[CH:15]=[N:14][CH:13]([CH3:21])[CH2:12]2)[C:2]1[CH:7]=[CH:6][CH:5]=[CH:4][CH:3]=1.C(O[CH:25]=[C:26]([C:32](=[O:34])[CH3:33])[C:27]([O:29][CH2:30][CH3:31])=[O:28])C. Product: [CH2:1]([O:8][C:9]1[C:18]([O:19][CH3:20])=[CH:17][C:16]2[CH:15]3[N:14]([CH:13]([CH3:21])[CH2:12][C:11]=2[CH:10]=1)[CH:25]=[C:26]([C:27]([O:29][CH2:30][CH3:31])=[O:28])[C:32](=[O:34])[CH2:33]3)[C:2]1[CH:7]=[CH:6][CH:5]=[CH:4][CH:3]=1. The catalyst class is: 14. (4) Reactant: Cl.[F:2][C:3]([F:26])([C:22]([F:25])([F:24])[F:23])[CH2:4][CH2:5][CH2:6][CH2:7][CH2:8][CH2:9][C@@H:10]1[CH2:14][CH2:13][CH2:12][N:11]1C(OC(C)(C)C)=O. Product: [F:26][C:3]([F:2])([C:22]([F:23])([F:24])[F:25])[CH2:4][CH2:5][CH2:6][CH2:7][CH2:8][CH2:9][C@@H:10]1[CH2:14][CH2:13][CH2:12][NH:11]1. The catalyst class is: 12. (5) Reactant: [CH3:1][S:2][C:3]1[CH:8]=[CH:7][C:6]([N:9]2[CH:14]=[CH:13][C:12]([O:15][CH:16]3[CH2:21][CH2:20][N:19](C(OCC4C=CC=CC=4)=O)[CH2:18][CH2:17]3)=[CH:11][C:10]2=[O:32])=[CH:5][CH:4]=1.I[Si](C)(C)C. Product: [CH3:1][S:2][C:3]1[CH:8]=[CH:7][C:6]([N:9]2[CH:14]=[CH:13][C:12]([O:15][CH:16]3[CH2:21][CH2:20][NH:19][CH2:18][CH2:17]3)=[CH:11][C:10]2=[O:32])=[CH:5][CH:4]=1. The catalyst class is: 2. (6) Reactant: [F:1][C:2]1[CH:28]=[CH:27][C:5]([CH2:6][N:7]2[CH2:12][CH2:11][N:10]([C:13]([CH2:15][O:16][C:17]3[CH:22]=[CH:21][C:20]([Cl:23])=[CH:19][CH:18]=3)=[O:14])[CH:9]([CH2:24][CH2:25]O)[CH2:8]2)=[CH:4][CH:3]=1.C1(P(C2C=CC=CC=2)C2C=CC=CC=2)C=CC=CC=1.N(C(OCC)=O)=NC(OCC)=O.C1(P([N:74]=[N+:75]=[N-:76])(C2C=CC=CC=2)=O)C=CC=CC=1. Product: [Cl:23][C:20]1[CH:21]=[CH:22][C:17]([O:16][CH2:15][C:13]([N:10]2[CH2:11][CH2:12][N:7]([CH2:6][C:5]3[CH:27]=[CH:28][C:2]([F:1])=[CH:3][CH:4]=3)[CH2:8][CH:9]2[CH2:24][CH2:25][N:74]=[N+:75]=[N-:76])=[O:14])=[CH:18][CH:19]=1. The catalyst class is: 1. (7) Reactant: CS(O[CH2:6][CH:7]1[CH2:12][CH2:11][N:10]([C:13]([O:15][C:16]([CH3:19])([CH3:18])[CH3:17])=[O:14])[CH2:9][CH2:8]1)(=O)=O.[N-:20]=[N+:21]=[N-:22].[Na+]. Product: [N:20]([CH2:6][CH:7]1[CH2:12][CH2:11][N:10]([C:13]([O:15][C:16]([CH3:19])([CH3:18])[CH3:17])=[O:14])[CH2:9][CH2:8]1)=[N+:21]=[N-:22]. The catalyst class is: 9. (8) Reactant: [NH2:1][C@@H:2]1[CH2:7][C@H:6]([N:8]([C:13]([C:15]2[N:16]=[N:17][N:18]([C:26]3[CH:31]=[CH:30][CH:29]=[CH:28][CH:27]=3)[C:19]=2[CH2:20][CH2:21][CH2:22][CH2:23][O:24][CH3:25])=[O:14])[CH2:9][CH:10]([CH3:12])[CH3:11])[CH2:5][N:4]([C:32]([O:34][C:35]([CH3:38])([CH3:37])[CH3:36])=[O:33])[CH2:3]1.C(N(C(C)C)CC)(C)C.Br[CH2:49][CH2:50][CH2:51][CH2:52][C:53](Cl)=[O:54]. Product: [CH3:25][O:24][CH2:23][CH2:22][CH2:21][CH2:20][C:19]1[N:18]([C:26]2[CH:27]=[CH:28][CH:29]=[CH:30][CH:31]=2)[N:17]=[N:16][C:15]=1[C:13]([N:8]([CH2:9][CH:10]([CH3:12])[CH3:11])[C@@H:6]1[CH2:5][N:4]([C:32]([O:34][C:35]([CH3:36])([CH3:38])[CH3:37])=[O:33])[CH2:3][C@H:2]([N:1]2[CH2:49][CH2:50][CH2:51][CH2:52][C:53]2=[O:54])[CH2:7]1)=[O:14]. The catalyst class is: 20.